Task: Predict the reactants needed to synthesize the given product.. Dataset: Retrosynthesis with 50K atom-mapped reactions and 10 reaction types from USPTO Given the product CN1CCc2nc(Br)sc2C1, predict the reactants needed to synthesize it. The reactants are: Brc1nc2c(s1)CNCC2.C=O.